From a dataset of Cav3 T-type calcium channel HTS with 100,875 compounds. Binary Classification. Given a drug SMILES string, predict its activity (active/inactive) in a high-throughput screening assay against a specified biological target. (1) The compound is O1C(OCC)C(C(C=C1C(=O)NCc1[nH]c2c(n1)cccc2)c1ccc(cc1)C#C)CCCO. The result is 0 (inactive). (2) The compound is Clc1c(n(nc1C)Cc1oc(cc1)C(=O)NCc1ccc(cc1)C)C. The result is 1 (active). (3) The compound is s1c2c([nH]c(nc2=O)CN2CCc3c(C2)cc(OC)c(OC)c3)cc1. The result is 0 (inactive).